From a dataset of Full USPTO retrosynthesis dataset with 1.9M reactions from patents (1976-2016). Predict the reactants needed to synthesize the given product. (1) Given the product [ClH:1].[ClH:1].[CH:26]([N:23]1[CH2:24][CH2:25][N:20]([C:17]2[N:18]=[CH:19][C:14]([C:11]3[N:10]=[C:9]([C:6]4[CH:5]=[CH:4][C:3]([CH2:2][N:29]5[CH2:37][CH2:36][CH:32]([C:33]([NH2:35])=[O:34])[CH2:31][CH2:30]5)=[CH:8][CH:7]=4)[O:13][N:12]=3)=[CH:15][CH:16]=2)[CH2:21][CH2:22]1)([CH3:28])[CH3:27], predict the reactants needed to synthesize it. The reactants are: [Cl:1][CH2:2][C:3]1[CH:8]=[CH:7][C:6]([C:9]2[O:13][N:12]=[C:11]([C:14]3[CH:15]=[CH:16][C:17]([N:20]4[CH2:25][CH2:24][N:23]([CH:26]([CH3:28])[CH3:27])[CH2:22][CH2:21]4)=[N:18][CH:19]=3)[N:10]=2)=[CH:5][CH:4]=1.[NH:29]1[CH2:37][CH2:36][CH:32]([C:33]([NH2:35])=[O:34])[CH2:31][CH2:30]1. (2) Given the product [I:43][C:44]1[CH:45]=[C:46]([NH:47][C:6]([C:3]2[CH:4]=[CH:5][S:1][CH:2]=2)=[O:8])[CH:48]=[CH:49][C:50]=1[CH3:51], predict the reactants needed to synthesize it. The reactants are: [S:1]1[CH:5]=[CH:4][C:3]([C:6]([OH:8])=O)=[CH:2]1.CN(C(ON1N=NC2C=CC=NC1=2)=[N+](C)C)C.F[P-](F)(F)(F)(F)F.C1C=CC2N(O)N=NC=2C=1.[I:43][C:44]1[CH:45]=[C:46]([CH:48]=[CH:49][C:50]=1[CH3:51])[NH2:47].CCN(C(C)C)C(C)C. (3) Given the product [Cl:1][C:2]1[N:7]=[C:6]([C:8]([Cl:12])=[N:9][OH:10])[CH:5]=[C:4]([CH3:11])[N:3]=1, predict the reactants needed to synthesize it. The reactants are: [Cl:1][C:2]1[N:7]=[C:6]([CH:8]=[N:9][OH:10])[CH:5]=[C:4]([CH3:11])[N:3]=1.[Cl:12]N1C(=O)CCC1=O. (4) Given the product [Cl:17][C:18]1[CH:23]=[CH:22][C:21]([CH2:24][C:25](=[C:5]2[C:6](=[O:8])[O:7][C:2]([CH3:10])([CH3:1])[O:3][C:4]2=[O:9])[OH:26])=[CH:20][CH:19]=1, predict the reactants needed to synthesize it. The reactants are: [CH3:1][C:2]1([CH3:10])[O:7][C:6](=[O:8])[CH2:5][C:4](=[O:9])[O:3]1.N1C=CC=CC=1.[Cl:17][C:18]1[CH:23]=[CH:22][C:21]([CH2:24][C:25](Cl)=[O:26])=[CH:20][CH:19]=1.Cl. (5) Given the product [C:1]([O:5][C:6](=[O:7])[N:8]([CH3:20])[C@@H:9]([C:17](=[O:18])[NH:23][CH3:27])[CH2:10][C:11]1[CH:16]=[CH:15][CH:14]=[CH:13][CH:12]=1)([CH3:4])([CH3:3])[CH3:2], predict the reactants needed to synthesize it. The reactants are: [C:1]([O:5][C:6]([N:8]([CH3:20])[C@@H:9]([C:17](O)=[O:18])[CH2:10][C:11]1[CH:16]=[CH:15][CH:14]=[CH:13][CH:12]=1)=[O:7])([CH3:4])([CH3:3])[CH3:2].O.O[N:23]1[C:27]2C=CC=CC=2N=N1.CN.C(Cl)Cl. (6) Given the product [F:28][C:20]1[CH:21]=[C:22]([S:24]([CH3:27])(=[O:26])=[O:25])[C:23]2[C:15]([C:2]3[CH:3]=[CH:4][C:5]4[C:10](=[CH:9][CH:8]=[CH:7][CH:6]=4)[CH:1]=3)=[C:16]3[CH:31]([CH2:32][C:33]([OH:35])=[O:34])[CH2:30][CH2:29][N:17]3[C:18]=2[CH:19]=1, predict the reactants needed to synthesize it. The reactants are: [CH:1]1[C:10]2[C:5](=[CH:6][CH:7]=[CH:8][CH:9]=2)[CH:4]=[CH:3][C:2]=1B(O)O.Br[C:15]1[C:23]2[C:22]([S:24]([CH3:27])(=[O:26])=[O:25])=[CH:21][C:20]([F:28])=[CH:19][C:18]=2[N:17]2[CH2:29][CH2:30][CH:31]([CH2:32][C:33]([O:35]C)=[O:34])[C:16]=12.